From a dataset of Experimentally validated miRNA-target interactions with 360,000+ pairs, plus equal number of negative samples. Binary Classification. Given a miRNA mature sequence and a target amino acid sequence, predict their likelihood of interaction. (1) Result: 0 (no interaction). The miRNA is mmu-miR-331-3p with sequence GCCCCUGGGCCUAUCCUAGAA. The protein sequence of the target gene is MQCLLLLPFLLLGTVSALHLENDAPHLESLETQADLGQDLDSSKEQERDLALTEEVIQAEGEEVKASACQDNFEDEEAMESDPAALDKDFQCPREEDIVEVQGSPRCKICRYLLVRTPKTFAEAQNVCSRCYGGNLVSIHDFNFNYRIQCCTSTVNQAQVWIGGNLRGWFLWKRFCWTDGSHWNFAYWSPGQPGNGQGSCVALCTKGGYWRRAQCDKQLPFVCSF. (2) The miRNA is mmu-miR-468-3p with sequence UAUGACUGAUGUGCGUGUGUCUG. The protein sequence of the target gene is MADRFSRFNEDRDFQGNHFDQYEEGHLEIEQASLDKPIESDNIGHRLLQKHGWKLGQGLGKSLQGRTDPIPIVVKYDVMGMGRMEMELDYAEDATERRRVLEVEKEDTEELRQKYKDYVDKEKAIAKALEDLRANFYCELCDKQYQKHQEFDNHINSYDHAHKQRLKDLKQREFARNVSSRSRKDEKKQEKALRRLHELAEQRKQAECAPGSGPMFRPTTVAVDEDGGEEDKDESSTNSGASAVSSCGFGADFSTDKGGSFTSVQITNTTGLSQAPGLASQGISFGIKNNLGPPLQKLGV.... Result: 0 (no interaction). (3) The miRNA is hsa-miR-6879-5p with sequence CAGGGCAGGGAAGGUGGGAGAG. The protein sequence of the target gene is MLRWLRAFVLPTAACHDAEPPTRYETLFRALDRNGDGVVDIGELQQGLQSLGIPLGQDAEEKIFTTGDVNKDGKLDFEEFMKYLKDHEKKMKLAFKSLDKNNDGKIEPSEIVQSLQMLGLHISEKQAELILQSIDSDGTMTVDWNEWRDYFLFNPVTDIEEIIRFWKHSTGIDIGDSLTIPDEFTEDEKKSGQWWRQLLAGGVAGAVSRTSTAPLDRLKVMMQVHGSKSMNIFGGFRQMVKEGGIRSLWRGNGTNVIKIAPETAVKFWAYEQYKKLLTEEGQKLGTFERFISGSMAGATA.... Result: 0 (no interaction). (4) The miRNA is hsa-miR-6512-3p with sequence UUCCAGCCCUUCUAAUGGUAGG. The protein sequence of the target gene is MLGAMFRADTLMPANLNPQGDGHYFIDRDGKAFRHILNFLRLGRLDLPRGYGETALLKAEADFYQIRPLLDALRELEASRGTPASTAALLHADVDVSPRQVHFSARRGPHHYELSSVQVDTFRANLFCTDPECLAAMRNRFGVAIGDRAEGGPHFRLEWASRPQELPEVEYQRLGLQPLWTGGPEDRREVANTPTFLEEVLRVALEHGFRLDSVFPDPEDLLNSRSLRFVRH. Result: 0 (no interaction). (5) The miRNA is hsa-miR-521 with sequence AACGCACUUCCCUUUAGAGUGU. The protein sequence of the target gene is MAVYCYALNSLVIMNSANEMKSGGGPGPSGSETPPPPRRAVLSPGSVFSPGRGASFLFPPAESLSPEEPRSPGGWRSGRRRLNSSSGSGSGSSGSSVSSPSWAGRLRGDRQQVVAAGTLSPPGPEEAKRKLRILQRELQNVQVNQKVGMFEAHIQAQSSAIQAPRSPRLGRARSPSPCPFRSSSQPPGRVLVQGARSEERRTKSWGEQCPETSGTDSGRKGGPSLCSSQVKKGMPPLPGRAAPTGSEAQGPSAFVRMEKGIPASPRCGSPTAMEIDKRGSPTPGTRSCLAPSLGLFGASL.... Result: 0 (no interaction). (6) The miRNA is hsa-miR-6516-5p with sequence UUUGCAGUAACAGGUGUGAGCA. The protein sequence of the target gene is MYQGEFGLNMKLGYGKFSWPTGESYHGQFYRDHCHGLGTYMWPDGSSFTGTFYLSHREGYGTMYMKTRLFQGLYKADQRFGPGVETYPDGSQDVGLWFREQLIKLCTQIPSGFSLLRYPEFSSFITHSPARISLSEEEKTEWGLQEGQDPFFYDYKRFLLNDNLTLPPEMYVYSTNSDHLPMTSSFRKELDARIFLNEIPPFVEDGEPWFIINETPLLVKIQKQTYKFRNKPAHTSWNMGAILEGKRSGFAPCGPKEQLSMEMILKAEEGNHEWICRILKDNFASADVADAKGYTVLAAA.... Result: 1 (interaction). (7) The miRNA is hsa-miR-6771-5p with sequence CUCGGGAGGGCAUGGGCCAGGC. The protein sequence of the target gene is MSLSHLYRDGEGRIDDDDDERENFEITDWDLQNEFNPNRQRHWQTKEEATYGVWAERDSDDERPSFGGKRARDYSAPVNFISAGLKKGAAEEAELEDSDDEEKPVKQDDFPKDFGPRKLKTGGNFKPSQKGFAGGTKSFMDFGSWERHTKGIGQKLLQKMGYVPGRGLGKNAQGIINPIEAKQRKGKGAVGAYGSERTTQSMQDFPVVDSEEEAEEEFQKELSQWRKDPSGSKKKPKYSYKTVEELKAKGRISKKLTAPQKELSQVKVIDMTGREQKVYYSYSQISHKHNVPDDGLPLQS.... Result: 1 (interaction).